This data is from Full USPTO retrosynthesis dataset with 1.9M reactions from patents (1976-2016). The task is: Predict the reactants needed to synthesize the given product. (1) Given the product [CH2:1]([O:8][C:9]1[C:10]([O:21][CH3:39])=[N:43][C:12]2[C:17]([C:18]=1[Cl:44])=[CH:16][C:15]([C:29]([C:28]1[C:23]([CH3:22])=[N:24][C:25]([CH3:37])=[CH:26][CH:27]=1)([C:31]1[N:35]([CH3:36])[N:34]=[N:33][CH:32]=1)[OH:30])=[CH:14][CH:13]=2)[C:2]1[CH:7]=[CH:6][CH:5]=[CH:4][CH:3]=1, predict the reactants needed to synthesize it. The reactants are: [CH2:1]([O:8][C:9]1[C:10](=[O:21])N[C:12]2[C:17]([C:18]=1O)=[CH:16][C:15](Br)=[CH:14][CH:13]=2)[C:2]1[CH:7]=[CH:6][CH:5]=[CH:4][CH:3]=1.[CH3:22][C:23]1[C:28]([C:29]([C:31]2[N:35]([CH3:36])[N:34]=[N:33][CH:32]=2)=[O:30])=[CH:27][CH:26]=[C:25]([CH3:37])[N:24]=1.[Li][CH2:39]CCC.[NH4+:43].[Cl-:44]. (2) The reactants are: [CH2:1]([O:4][C:5]([C:7]1[CH:8]=[C:9]([CH2:13][O:14][CH2:15][C@@H:16]([C:18]([NH2:20])=[O:19])[NH2:17])[CH:10]=[CH:11][CH:12]=1)=[O:6])[CH:2]=[CH2:3].Cl.[CH3:22][C:23]1[CH:24]=[C:25]([CH:39]=[CH:40][CH:41]=1)[CH2:26][C@@H:27]([C:36](O)=[O:37])[NH:28][C:29]([O:31][C:32]([CH3:35])([CH3:34])[CH3:33])=[O:30].ON1C2C=CC=CC=2N=N1.CN1CCOCC1.Cl.CN(C)CCCN=C=NCC. Given the product [CH3:22][C:23]1[CH:24]=[C:25]([CH:39]=[CH:40][CH:41]=1)[CH2:26][C@@H:27]([C:36]([NH:20][C:18](=[O:19])[C@H:16]([CH2:15][O:14][CH2:13][C:9]1[CH:10]=[CH:11][CH:12]=[C:7]([C:5]([O:4][CH2:1][CH:2]=[CH2:3])=[O:6])[CH:8]=1)[NH2:17])=[O:37])[NH:28][C:29]([O:31][C:32]([CH3:35])([CH3:33])[CH3:34])=[O:30], predict the reactants needed to synthesize it. (3) Given the product [N+:1]([C:4]1[CH:5]=[CH:6][C:7]([C:8]([O:10][CH:15]=[CH:14][C:13]([O:17][CH3:18])=[O:16])=[O:9])=[CH:11][CH:12]=1)([O-:3])=[O:2], predict the reactants needed to synthesize it. The reactants are: [N+:1]([C:4]1[CH:12]=[CH:11][C:7]([C:8]([OH:10])=[O:9])=[CH:6][CH:5]=1)([O-:3])=[O:2].[C:13]([O:17][CH3:18])(=[O:16])[C:14]#[CH:15].CN1CCOCC1. (4) Given the product [N:1]12[CH2:8][CH2:7][N:4]([CH2:5][CH2:6]1)[CH2:3][CH:2]2[CH2:9][NH:10][C:11]1[N:12]=[CH:13][C:14]([C:17]2[N:18]=[C:19]([N:27]3[CH2:32][CH2:31][C@@H:30]([NH:33][C:34]([C:36]4[NH:37][C:38]([CH3:43])=[C:39]([Cl:42])[C:40]=4[Cl:41])=[O:35])[C@@H:29]([O:44][CH3:45])[CH2:28]3)[S:20][C:21]=2[C:22]([OH:24])=[O:23])=[N:15][CH:16]=1, predict the reactants needed to synthesize it. The reactants are: [N:1]12[CH2:8][CH2:7][N:4]([CH2:5][CH2:6]1)[CH2:3][CH:2]2[CH2:9][NH:10][C:11]1[N:12]=[CH:13][C:14]([C:17]2[N:18]=[C:19]([N:27]3[CH2:32][CH2:31][C@@H:30]([NH:33][C:34]([C:36]4[NH:37][C:38]([CH3:43])=[C:39]([Cl:42])[C:40]=4[Cl:41])=[O:35])[C@@H:29]([O:44][CH3:45])[CH2:28]3)[S:20][C:21]=2[C:22]([O:24]CC)=[O:23])=[N:15][CH:16]=1.O.[OH-].[Li+].